This data is from Peptide-MHC class I binding affinity with 185,985 pairs from IEDB/IMGT. The task is: Regression. Given a peptide amino acid sequence and an MHC pseudo amino acid sequence, predict their binding affinity value. This is MHC class I binding data. (1) The peptide sequence is YRFRKSSKK. The MHC is HLA-A30:01 with pseudo-sequence HLA-A30:01. The binding affinity (normalized) is 0.0847. (2) The peptide sequence is ELLRPTTVV. The MHC is HLA-A68:02 with pseudo-sequence HLA-A68:02. The binding affinity (normalized) is 0.582. (3) The peptide sequence is NADTGHSIY. The MHC is HLA-B15:17 with pseudo-sequence HLA-B15:17. The binding affinity (normalized) is 0.456. (4) The peptide sequence is KLSDSKITV. The MHC is HLA-A02:01 with pseudo-sequence HLA-A02:01. The binding affinity (normalized) is 0.808. (5) The peptide sequence is LSYSQTMLL. The MHC is HLA-A68:02 with pseudo-sequence HLA-A68:02. The binding affinity (normalized) is 0.185. (6) The peptide sequence is VSLTCSNTIF. The MHC is HLA-A01:01 with pseudo-sequence HLA-A01:01. The binding affinity (normalized) is 0.172. (7) The peptide sequence is STYQPLPLY. The MHC is BoLA-T2a with pseudo-sequence BoLA-T2a. The binding affinity (normalized) is 0.117. (8) The peptide sequence is ILRQNMIAL. The MHC is HLA-B35:01 with pseudo-sequence HLA-B35:01. The binding affinity (normalized) is 0.255. (9) The peptide sequence is RYSIFFDY. The MHC is HLA-B39:01 with pseudo-sequence HLA-B39:01. The binding affinity (normalized) is 0.213. (10) The peptide sequence is EVGSIRCVKY. The MHC is HLA-A33:01 with pseudo-sequence HLA-A33:01. The binding affinity (normalized) is 0.00424.